Regression. Given two drug SMILES strings and cell line genomic features, predict the synergy score measuring deviation from expected non-interaction effect. From a dataset of NCI-60 drug combinations with 297,098 pairs across 59 cell lines. (1) Drug 2: CNC(=O)C1=NC=CC(=C1)OC2=CC=C(C=C2)NC(=O)NC3=CC(=C(C=C3)Cl)C(F)(F)F. Drug 1: C1=CC(=CC=C1C#N)C(C2=CC=C(C=C2)C#N)N3C=NC=N3. Synergy scores: CSS=-5.85, Synergy_ZIP=3.12, Synergy_Bliss=1.77, Synergy_Loewe=-4.95, Synergy_HSA=-4.94. Cell line: 786-0. (2) Drug 1: CC12CCC3C(C1CCC2=O)CC(=C)C4=CC(=O)C=CC34C. Drug 2: CCN(CC)CCCC(C)NC1=C2C=C(C=CC2=NC3=C1C=CC(=C3)Cl)OC. Cell line: NCIH23. Synergy scores: CSS=65.5, Synergy_ZIP=-3.62, Synergy_Bliss=-2.89, Synergy_Loewe=-4.58, Synergy_HSA=-0.0887. (3) Drug 1: N.N.Cl[Pt+2]Cl. Drug 2: CC1C(C(CC(O1)OC2CC(CC3=C2C(=C4C(=C3O)C(=O)C5=CC=CC=C5C4=O)O)(C(=O)C)O)N)O. Cell line: HT29. Synergy scores: CSS=34.5, Synergy_ZIP=3.53, Synergy_Bliss=3.35, Synergy_Loewe=-36.6, Synergy_HSA=1.31.